This data is from NCI-60 drug combinations with 297,098 pairs across 59 cell lines. The task is: Regression. Given two drug SMILES strings and cell line genomic features, predict the synergy score measuring deviation from expected non-interaction effect. (1) Drug 1: CN(CC1=CN=C2C(=N1)C(=NC(=N2)N)N)C3=CC=C(C=C3)C(=O)NC(CCC(=O)O)C(=O)O. Drug 2: C1CNP(=O)(OC1)N(CCCl)CCCl. Cell line: T-47D. Synergy scores: CSS=-3.87, Synergy_ZIP=3.41, Synergy_Bliss=0.0399, Synergy_Loewe=-7.26, Synergy_HSA=-7.45. (2) Drug 1: CC12CCC(CC1=CCC3C2CCC4(C3CC=C4C5=CN=CC=C5)C)O. Drug 2: CS(=O)(=O)CCNCC1=CC=C(O1)C2=CC3=C(C=C2)N=CN=C3NC4=CC(=C(C=C4)OCC5=CC(=CC=C5)F)Cl. Cell line: KM12. Synergy scores: CSS=-0.622, Synergy_ZIP=-1.57, Synergy_Bliss=-2.47, Synergy_Loewe=-14.3, Synergy_HSA=-7.75. (3) Drug 1: C1=CC(=CC=C1C#N)C(C2=CC=C(C=C2)C#N)N3C=NC=N3. Drug 2: CC1=C2C(C(=O)C3(C(CC4C(C3C(C(C2(C)C)(CC1OC(=O)C(C(C5=CC=CC=C5)NC(=O)OC(C)(C)C)O)O)OC(=O)C6=CC=CC=C6)(CO4)OC(=O)C)O)C)O. Cell line: RXF 393. Synergy scores: CSS=-5.62, Synergy_ZIP=3.58, Synergy_Bliss=-0.190, Synergy_Loewe=-5.72, Synergy_HSA=-6.18. (4) Drug 1: C1CN1C2=NC(=NC(=N2)N3CC3)N4CC4. Drug 2: C1CC(=O)NC(=O)C1N2CC3=C(C2=O)C=CC=C3N. Cell line: MDA-MB-435. Synergy scores: CSS=-0.183, Synergy_ZIP=-1.58, Synergy_Bliss=0.139, Synergy_Loewe=-3.79, Synergy_HSA=-3.15. (5) Drug 2: C1CN(CCN1C(=O)CCBr)C(=O)CCBr. Cell line: EKVX. Drug 1: CNC(=O)C1=CC=CC=C1SC2=CC3=C(C=C2)C(=NN3)C=CC4=CC=CC=N4. Synergy scores: CSS=9.62, Synergy_ZIP=-2.25, Synergy_Bliss=1.31, Synergy_Loewe=0.156, Synergy_HSA=1.69. (6) Drug 1: CS(=O)(=O)CCNCC1=CC=C(O1)C2=CC3=C(C=C2)N=CN=C3NC4=CC(=C(C=C4)OCC5=CC(=CC=C5)F)Cl. Drug 2: C1C(C(OC1N2C=NC3=C2NC=NCC3O)CO)O. Cell line: KM12. Synergy scores: CSS=-11.2, Synergy_ZIP=6.98, Synergy_Bliss=8.77, Synergy_Loewe=-3.33, Synergy_HSA=-4.15. (7) Drug 2: C1C(C(OC1N2C=NC3=C2NC=NCC3O)CO)O. Cell line: COLO 205. Drug 1: CC12CCC(CC1=CCC3C2CCC4(C3CC=C4C5=CN=CC=C5)C)O. Synergy scores: CSS=5.16, Synergy_ZIP=3.51, Synergy_Bliss=6.53, Synergy_Loewe=3.46, Synergy_HSA=2.58. (8) Drug 1: CNC(=O)C1=NC=CC(=C1)OC2=CC=C(C=C2)NC(=O)NC3=CC(=C(C=C3)Cl)C(F)(F)F. Drug 2: CC(C)(C#N)C1=CC(=CC(=C1)CN2C=NC=N2)C(C)(C)C#N. Cell line: KM12. Synergy scores: CSS=-0.685, Synergy_ZIP=-6.48, Synergy_Bliss=-14.1, Synergy_Loewe=-50.7, Synergy_HSA=-13.4.